From a dataset of Peptide-MHC class I binding affinity with 185,985 pairs from IEDB/IMGT. Regression. Given a peptide amino acid sequence and an MHC pseudo amino acid sequence, predict their binding affinity value. This is MHC class I binding data. The peptide sequence is KRWGFRSGV. The MHC is HLA-A24:03 with pseudo-sequence HLA-A24:03. The binding affinity (normalized) is 0.0847.